This data is from Reaction yield outcomes from USPTO patents with 853,638 reactions. The task is: Predict the reaction yield, written as a fraction of the theoretical maximum amount of product (1.0 means a 100% yield; for example, 0.34 means a 34% yield). (1) The reactants are [CH2:1]([N:8]1[CH2:13][CH2:12][N:11](C(OC(C)(C)C)=O)[CH2:10][CH2:9]1)[C:2]1[CH:7]=[CH:6][CH:5]=[CH:4][CH:3]=1.[ClH:21].C(O)C. No catalyst specified. The product is [ClH:21].[CH2:1]([N:8]1[CH2:13][CH2:12][NH:11][CH2:10][CH2:9]1)[C:2]1[CH:3]=[CH:4][CH:5]=[CH:6][CH:7]=1. The yield is 0.970. (2) The reactants are [NH:1]1[CH2:6][CH2:5][CH:4]([C:7]2[N:15]3[C:10]([C:11]([NH2:16])=[N:12][CH:13]=[N:14]3)=[C:9]([C:17]3[CH:18]=[CH:19][C:20]4[C:24]([CH:25]=3)=[N:23][N:22]([CH2:26][C:27]3[CH:28]=[N:29][CH:30]=[CH:31][CH:32]=3)[CH:21]=4)[CH:8]=2)[CH2:3][CH2:2]1.[Cl-].ClC[C:36]([N:38]([CH3:40])[CH3:39])=[O:37]. No catalyst specified. The product is [NH2:16][C:11]1[C:10]2=[C:9]([C:17]3[CH:18]=[CH:19][C:20]4[C:24]([CH:25]=3)=[N:23][N:22]([CH2:26][C:27]3[CH:28]=[N:29][CH:30]=[CH:31][CH:32]=3)[CH:21]=4)[CH:8]=[C:7]([CH:4]3[CH2:3][CH2:2][N:1]([C:36]([N:38]([CH3:40])[CH3:39])=[O:37])[CH2:6][CH2:5]3)[N:15]2[N:14]=[CH:13][N:12]=1. The yield is 0.650. (3) The reactants are [CH3:1][CH:2]([OH:6])[CH:3]([OH:5])[CH3:4].CCN(CC)CC.[CH3:14][S:15](Cl)(=[O:17])=[O:16]. The catalyst is C(Cl)Cl. The product is [CH3:14][S:15]([O:5][CH:3]([CH:2]([O:6][S:15]([CH3:14])(=[O:17])=[O:16])[CH3:1])[CH3:4])(=[O:17])=[O:16]. The yield is 0.980. (4) The reactants are [Si]([O:8][C:9]1[CH:10]=[CH:11][C:12]([N:32]2[C:36](=[O:37])[C:35]3=[CH:38][CH:39]=CC=[C:34]3[C:33]2=O)=[C:13]([CH:31]=1)[NH:14][C:15]([O:17][CH2:18][CH:19]1[CH2:24][CH2:23][N:22](C2C=CN=CC=2)[CH2:21][CH2:20]1)=[O:16])(C(C)(C)C)(C)C.[CH2:43]([Cl:45])Cl. The catalyst is NN.CO. The product is [Cl:45][C:43]1[CH:39]=[CH:38][C:35]([C:36]([NH:32][C:12]2[C:13]([NH:14][C:15]([O:17][CH:18]([CH:19]3[CH2:24][CH2:23][NH:22][CH2:21][CH2:20]3)[C:19]3[CH:20]=[CH:21][N:22]=[CH:23][CH:24]=3)=[O:16])=[CH:31][C:9]([OH:8])=[CH:10][CH:11]=2)=[O:37])=[CH:34][CH:33]=1. The yield is 0.860. (5) The reactants are [NH2:1][C:2]1[CH:3]=[CH:4][C:5]([CH2:8][C:9](OC)=[O:10])=[N:6][CH:7]=1.[H-].[Al+3].[Li+].[H-].[H-].[H-]. The catalyst is C1COCC1. The product is [NH2:1][C:2]1[CH:3]=[CH:4][C:5]([CH2:8][CH2:9][OH:10])=[N:6][CH:7]=1. The yield is 0.220. (6) The reactants are [F:1][C:2]1[CH:7]=[C:6]([I:8])[CH:5]=[CH:4][C:3]=1[NH2:9].[Li+].C[Si]([N-][Si](C)(C)C)(C)C.[CH3:20][O:21][CH:22]([O:36][CH3:37])[C:23]1[C:28](F)=[C:27]([N+:30]([O-:32])=[O:31])[C:26]([O:33][CH3:34])=[CH:25][C:24]=1[F:35]. The catalyst is C1COCC1. The product is [CH3:37][O:36][CH:22]([O:21][CH3:20])[C:23]1[C:24]([F:35])=[CH:25][C:26]([O:33][CH3:34])=[C:27]([N+:30]([O-:32])=[O:31])[C:28]=1[NH:9][C:3]1[CH:4]=[CH:5][C:6]([I:8])=[CH:7][C:2]=1[F:1]. The yield is 0.770. (7) The reactants are [NH2:1][C:2]1[CH:3]=[C:4](/[CH:24]=[C:25]2/[C:26]([NH:31][CH3:32])=[N:27][C:28](=[O:30])[S:29]/2)[CH:5]=[CH:6][C:7]=1[O:8][CH2:9][C:10]1[CH:15]=[CH:14][C:13]([C:16]([F:19])([F:18])[F:17])=[CH:12][C:11]=1[C:20]([F:23])([F:22])[F:21].[CH:33](=O)[C:34]1[CH:39]=[CH:38][CH:37]=[CH:36][CH:35]=1.C([BH3-])#N.[Na+]. The catalyst is O1CCCC1.C(#N)C.C(O)(=O)C. The product is [CH2:33]([NH:1][C:2]1[CH:3]=[C:4](/[CH:24]=[C:25]2/[C:26]([NH:31][CH3:32])=[N:27][C:28](=[O:30])[S:29]/2)[CH:5]=[CH:6][C:7]=1[O:8][CH2:9][C:10]1[CH:15]=[CH:14][C:13]([C:16]([F:17])([F:18])[F:19])=[CH:12][C:11]=1[C:20]([F:21])([F:22])[F:23])[C:34]1[CH:39]=[CH:38][CH:37]=[CH:36][CH:35]=1. The yield is 0.200. (8) The reactants are [CH3:1][O:2][C:3]1[CH:4]=[CH:5][C:6]([C:14]([C:16]2[CH:25]=[CH:24][C:23]3[C:18](=[CH:19][CH:20]=[C:21]([O:26][CH3:27])[CH:22]=3)[CH:17]=2)=O)=[C:7]([O:9][N:10]=C(C)C)[CH:8]=1.Cl.CCO. The catalyst is O. The product is [CH3:1][O:2][C:3]1[CH:4]=[CH:5][C:6]2[C:14]([C:16]3[CH:25]=[CH:24][C:23]4[C:18](=[CH:19][CH:20]=[C:21]([O:26][CH3:27])[CH:22]=4)[CH:17]=3)=[N:10][O:9][C:7]=2[CH:8]=1. The yield is 0.870. (9) The reactants are O.[Na].[CH3:3][CH:4]([C:7](=O)[CH3:8])[CH:5]=O.[C:10]([CH2:12][C:13]([NH2:15])=[O:14])#[N:11].C([O-])(=O)C.[NH2+]1CCCCC1. The catalyst is C(O)(=O)C. The product is [C:10]([C:12]1[C:13](=[O:14])[NH:15][C:7]([CH3:8])=[C:4]([CH3:5])[CH:3]=1)#[N:11]. The yield is 0.659. (10) The reactants are [C:1]([O:5][C:6]([N:8]1[CH2:20][C@@H:19]([CH3:21])[N:18]2[C@H:10]([CH2:11][C:12]3[C:17]2=[N:16][C:15](Br)=[CH:14][CH:13]=3)[CH2:9]1)=[O:7])([CH3:4])([CH3:3])[CH3:2].C(N(CC)CC)C.O.[C:31]([O:34][CH2:35]C)(=[O:33])C. The catalyst is CO.[Cl-].[Na+].O. The product is [CH3:35][O:34][C:31]([C:15]1[N:16]=[C:17]2[C:12](=[CH:13][CH:14]=1)[CH2:11][C@H:10]1[N:18]2[C@H:19]([CH3:21])[CH2:20][N:8]([C:6]([O:5][C:1]([CH3:4])([CH3:3])[CH3:2])=[O:7])[CH2:9]1)=[O:33]. The yield is 0.744.